This data is from Peptide-MHC class I binding affinity with 185,985 pairs from IEDB/IMGT. The task is: Regression. Given a peptide amino acid sequence and an MHC pseudo amino acid sequence, predict their binding affinity value. This is MHC class I binding data. The MHC is HLA-A68:02 with pseudo-sequence HLA-A68:02. The peptide sequence is TPYDINQML. The binding affinity (normalized) is 0.158.